This data is from NCI-60 drug combinations with 297,098 pairs across 59 cell lines. The task is: Regression. Given two drug SMILES strings and cell line genomic features, predict the synergy score measuring deviation from expected non-interaction effect. Drug 1: CCC1(CC2CC(C3=C(CCN(C2)C1)C4=CC=CC=C4N3)(C5=C(C=C6C(=C5)C78CCN9C7C(C=CC9)(C(C(C8N6C=O)(C(=O)OC)O)OC(=O)C)CC)OC)C(=O)OC)O.OS(=O)(=O)O. Drug 2: C1C(C(OC1N2C=NC3=C(N=C(N=C32)Cl)N)CO)O. Cell line: T-47D. Synergy scores: CSS=47.9, Synergy_ZIP=0.0514, Synergy_Bliss=2.07, Synergy_Loewe=2.93, Synergy_HSA=3.84.